Dataset: Full USPTO retrosynthesis dataset with 1.9M reactions from patents (1976-2016). Task: Predict the reactants needed to synthesize the given product. (1) Given the product [F:1][C:2]1[CH:3]=[C:4]([C:9]([O:12][CH3:15])([CH3:10])[CH3:11])[CH:5]=[C:6]([F:8])[CH:7]=1, predict the reactants needed to synthesize it. The reactants are: [F:1][C:2]1[CH:3]=[C:4]([C:9]([OH:12])([CH3:11])[CH3:10])[CH:5]=[C:6]([F:8])[CH:7]=1.[H-].[Na+].[CH3:15]I. (2) Given the product [C:19]([O:23][C:24](=[O:35])[N:25]([C:28]1[S:32][C:31]([C:3]2[CH:2]=[N:1][CH:6]=[CH:5][CH:4]=2)=[N:30][C:29]=1[Cl:34])[CH2:26][CH3:27])([CH3:20])([CH3:21])[CH3:22], predict the reactants needed to synthesize it. The reactants are: [N:1]1[CH:6]=[CH:5][CH:4]=[C:3](B(O)O)[CH:2]=1.C(O)C.C([O-])([O-])=O.[K+].[K+].[C:19]([O:23][C:24](=[O:35])[N:25]([C:28]1[S:32][C:31](Br)=[N:30][C:29]=1[Cl:34])[CH2:26][CH3:27])([CH3:22])([CH3:21])[CH3:20]. (3) Given the product [Cl:1][C:2]1[CH:3]=[C:4]([NH:11][NH2:20])[C:5]([S:8][CH2:9][CH3:10])=[N:6][CH:7]=1, predict the reactants needed to synthesize it. The reactants are: [Cl:1][C:2]1[CH:3]=[C:4]([N+:11]([O-])=O)[C:5]([S:8][CH2:9][CH3:10])=[N:6][CH:7]=1.ClC1C=CC(SC2C=CC=CC=2)=C(C=1)[NH2:20]. (4) The reactants are: [Br:1][C:2]1[C:7]([CH2:8][CH3:9])=[CH:6][C:5]([OH:10])=[C:4]([F:11])[CH:3]=1.CCN(C(C)C)C(C)C.[CH3:21][Si:22]([CH2:25][CH2:26][O:27][CH2:28]Cl)([CH3:24])[CH3:23]. Given the product [Br:1][C:2]1[C:7]([CH2:8][CH3:9])=[CH:6][C:5]([O:10][CH2:28][O:27][CH2:26][CH2:25][Si:22]([CH3:24])([CH3:23])[CH3:21])=[C:4]([F:11])[CH:3]=1, predict the reactants needed to synthesize it. (5) Given the product [CH2:4]([O:16][S:17]([O-:20])(=[O:19])=[O:18])[CH2:5][CH2:6][CH2:7][CH2:8][CH2:9][CH2:10][CH2:11][CH2:12][CH2:13][CH2:14][CH3:15].[Fe+2:1].[CH2:4]([O:16][S:17]([O-:20])(=[O:19])=[O:18])[CH2:5][CH2:6][CH2:7][CH2:8][CH2:9][CH2:10][CH2:11][CH2:12][CH2:13][CH2:14][CH3:15], predict the reactants needed to synthesize it. The reactants are: [Fe:1](Cl)Cl.[CH2:4]([O:16][S:17]([O-:20])(=[O:19])=[O:18])[CH2:5][CH2:6][CH2:7][CH2:8][CH2:9][CH2:10][CH2:11][CH2:12][CH2:13][CH2:14][CH3:15].[Na+].